Dataset: Reaction yield outcomes from USPTO patents with 853,638 reactions. Task: Predict the reaction yield, written as a fraction of the theoretical maximum amount of product (1.0 means a 100% yield; for example, 0.34 means a 34% yield). (1) The reactants are [CH3:1][Mg]Br.[CH3:4][O:5][C:6]1[CH:11]=[CH:10][C:9]([N:12]2[CH2:17][CH2:16][N:15]([C:18]3[C:19]([CH3:39])=[C:20]([CH:37]=[O:38])[C:21]4[O:25][C:24]([CH3:27])([CH3:26])[CH:23]([C:28]5[CH:33]=[CH:32][C:31]([CH3:34])=[CH:30][CH:29]=5)[C:22]=4[C:35]=3[CH3:36])[CH2:14][CH2:13]2)=[CH:8][CH:7]=1.O. The catalyst is C1COCC1. The product is [CH3:4][O:5][C:6]1[CH:7]=[CH:8][C:9]([N:12]2[CH2:17][CH2:16][N:15]([C:18]3[C:19]([CH3:39])=[C:20]([CH:37]([OH:38])[CH3:1])[C:21]4[O:25][C:24]([CH3:27])([CH3:26])[CH:23]([C:28]5[CH:29]=[CH:30][C:31]([CH3:34])=[CH:32][CH:33]=5)[C:22]=4[C:35]=3[CH3:36])[CH2:14][CH2:13]2)=[CH:10][CH:11]=1. The yield is 0.610. (2) The reactants are [Cl:1][C:2]1[C:3]([CH:14]=[O:15])=[CH:4][NH:5][C:6]=1[C:7]1[C:8]([F:13])=[N:9][CH:10]=[CH:11][CH:12]=1.[H-].[Na+].C1OCCOCCOCCOCCOC1.[N:33]1[CH:38]=[CH:37][CH:36]=[C:35]([S:39](Cl)(=[O:41])=[O:40])[CH:34]=1. The catalyst is O1CCCC1.[Cl-].[Na+].O. The product is [Cl:1][C:2]1[C:3]([CH:14]=[O:15])=[CH:4][N:5]([S:39]([C:35]2[CH:34]=[N:33][CH:38]=[CH:37][CH:36]=2)(=[O:41])=[O:40])[C:6]=1[C:7]1[C:8]([F:13])=[N:9][CH:10]=[CH:11][CH:12]=1. The yield is 0.810. (3) The reactants are C([Li])CCC.[NH:6]1[C:14]2[C:9](=[CH:10][CH:11]=[CH:12][CH:13]=2)[C:8]([C:15]([OH:17])=[O:16])=[N:7]1.O1C2C=CC=CC=2N=C1[C:27]1[C:36]2[C:31](=[CH:32][C:33]([O:39][CH3:40])=[C:34]([O:37][CH3:38])[CH:35]=2)[N:30]=[N:29][CH:28]=1.C(N(CC)CC)C. The catalyst is CN(C)C(=O)C.C1C=CC(/C=C/C(/C=C/C2C=CC=CC=2)=O)=CC=1.C1C=CC(/C=C/C(/C=C/C2C=CC=CC=2)=O)=CC=1.C1C=CC(/C=C/C(/C=C/C2C=CC=CC=2)=O)=CC=1.[Pd].[Pd]. The product is [CH3:38][O:37][C:34]1[CH:35]=[C:36]2[C:31](=[CH:32][C:33]=1[O:39][CH3:40])[N:30]=[N:29][CH:28]=[C:27]2[N:6]1[C:14]2[C:9](=[CH:10][CH:11]=[CH:12][CH:13]=2)[C:8]([C:15]([OH:17])=[O:16])=[N:7]1. The yield is 0.424. (4) The yield is 0.800. The catalyst is CO. The reactants are [NH2:1][C:2]1[CH:10]=[CH:9][C:8]([OH:11])=[CH:7][C:3]=1[C:4]([OH:6])=[O:5].S(=O)(=O)(O)O.[C:17](=O)(O)[O-].[Na+]. The product is [NH2:1][C:2]1[CH:10]=[CH:9][C:8]([OH:11])=[CH:7][C:3]=1[C:4]([O:6][CH3:17])=[O:5]. (5) The reactants are [CH:1]([C:4]([C:6]1[S:10][C:9]([NH2:11])=[N:8][C:7]=1[C:12]1[O:13][CH:14]=[CH:15][CH:16]=1)=[O:5])([CH3:3])[CH3:2].[C:17](O)(=[O:24])[C:18]1[CH:23]=[CH:22][N:21]=[CH:20][CH:19]=1.CCN=C=NCCCN(C)C.Cl.O.ON1C2C=CC=CC=2N=N1. The catalyst is CN(C=O)C. The product is [O:13]1[CH:14]=[CH:15][CH:16]=[C:12]1[C:7]1[N:8]=[C:9]([NH:11][C:17]([C:18]2[CH:23]=[CH:22][N:21]=[CH:20][CH:19]=2)=[O:24])[S:10][C:6]=1[C:4](=[O:5])[CH:1]([CH3:3])[CH3:2]. The yield is 0.710.